Dataset: Reaction yield outcomes from USPTO patents with 853,638 reactions. Task: Predict the reaction yield, written as a fraction of the theoretical maximum amount of product (1.0 means a 100% yield; for example, 0.34 means a 34% yield). The reactants are Cl[C:2]1[CH:7]=[CH:6][C:5]([C:8]2[N:9]=[CH:10][C:11]([NH2:14])=[N:12][CH:13]=2)=[C:4]([F:15])[CH:3]=1.[C:16]([NH:20][S:21]([C:24]1[CH:29]=[CH:28][CH:27]=[CH:26][C:25]=1B(O)O)(=[O:23])=[O:22])([CH3:19])([CH3:18])[CH3:17].N#N.[O-]P([O-])([O-])=O.[K+].[K+].[K+].C. The catalyst is CC(N(C)C)=O.CC(C1C=C(C(C)C)C(C2C=CC=C(P(C3CCCCC3)C3CCCCC3)C=2)=C(C(C)C)C=1)C.C1C=[C-]C(C2C(N)=CC=CC=2)=CC=1.Cl[Pd+]. The product is [NH2:14][C:11]1[N:12]=[CH:13][C:8]([C:5]2[CH:6]=[CH:7][C:2]([C:25]3[C:24]([S:21]([NH:20][C:16]([CH3:19])([CH3:18])[CH3:17])(=[O:22])=[O:23])=[CH:29][CH:28]=[CH:27][CH:26]=3)=[CH:3][C:4]=2[F:15])=[N:9][CH:10]=1. The yield is 0.809.